Task: Predict the reaction yield, written as a fraction of the theoretical maximum amount of product (1.0 means a 100% yield; for example, 0.34 means a 34% yield).. Dataset: Reaction yield outcomes from USPTO patents with 853,638 reactions (1) The reactants are [CH2:1]([N:8]([CH2:12][Si](C)(C)C)[CH2:9]OC)[C:2]1[CH:7]=[CH:6][CH:5]=[CH:4][CH:3]=1.[C:17]1([C@H:23]2[CH2:27][O:26][C:25](=[O:28])[N:24]2[C:29](=[O:38])/[CH:30]=[CH:31]/[C:32]2[CH:37]=[CH:36][CH:35]=[CH:34][CH:33]=2)[CH:22]=[CH:21][CH:20]=[CH:19][CH:18]=1.FC(F)(F)C(O)=O.C(=O)(O)[O-].[Na+]. The catalyst is C1(C)C=CC=CC=1.ClCCl. The product is [CH2:1]([N:8]1[CH2:12][C@H:31]([C:32]2[CH:33]=[CH:34][CH:35]=[CH:36][CH:37]=2)[C@@H:30]([C:29]([N:24]2[C@@H:23]([C:17]3[CH:18]=[CH:19][CH:20]=[CH:21][CH:22]=3)[CH2:27][O:26][C:25]2=[O:28])=[O:38])[CH2:9]1)[C:2]1[CH:7]=[CH:6][CH:5]=[CH:4][CH:3]=1. The yield is 0.610. (2) The reactants are [I:1][C:2]1[N:3]=[CH:4][NH:5][CH:6]=1.Br[CH2:8][CH2:9]Cl.C([O-])([O-])=O.[K+].[K+].[C:17]([N:24]1[CH2:29][CH2:28][NH:27][CH2:26][CH2:25]1)([O:19][C:20]([CH3:23])([CH3:22])[CH3:21])=[O:18]. The catalyst is CS(C)=O. The product is [I:1][C:2]1[N:3]=[CH:4][N:5]([CH2:8][CH2:9][N:27]2[CH2:26][CH2:25][N:24]([C:17]([O:19][C:20]([CH3:23])([CH3:22])[CH3:21])=[O:18])[CH2:29][CH2:28]2)[CH:6]=1. The yield is 0.0800. (3) The reactants are [Br:1][C:2]1[CH:7]=[CH:6][C:5]([C:8]([C:10]2[CH:15]=[CH:14][C:13]([OH:16])=[C:12]([F:17])[CH:11]=2)=O)=[CH:4][CH:3]=1.[C:18]1(=O)[CH2:23][CH2:22][CH2:21][CH2:20][CH2:19]1. The catalyst is C1COCC1.[Ti](Cl)(Cl)(Cl)Cl.[Zn]. The product is [Br:1][C:2]1[CH:7]=[CH:6][C:5]([C:8](=[C:18]2[CH2:23][CH2:22][CH2:21][CH2:20][CH2:19]2)[C:10]2[CH:15]=[CH:14][C:13]([OH:16])=[C:12]([F:17])[CH:11]=2)=[CH:4][CH:3]=1. The yield is 0.800. (4) The reactants are [CH3:1][C:2]1[CH:11]=[CH:10][C:9]2[C:4](=[CH:5][CH:6]=[CH:7][C:8]=2[N:12]2[CH2:17][CH2:16][N:15]([CH2:18][CH2:19][C:20]3[CH:21]=[C:22]([CH:24]=[CH:25][CH:26]=3)[NH2:23])[CH2:14][CH2:13]2)[N:3]=1.[C:27]([O:31][C:32]([N:34]1[CH2:40][CH2:39][CH2:38][C@H:35]1[CH:36]=O)=[O:33])([CH3:30])([CH3:29])[CH3:28].C(O[BH-](OC(=O)C)OC(=O)C)(=O)C.[Na+]. The catalyst is CO. The product is [CH3:1][C:2]1[CH:11]=[CH:10][C:9]2[C:4](=[CH:5][CH:6]=[CH:7][C:8]=2[N:12]2[CH2:13][CH2:14][N:15]([CH2:18][CH2:19][C:20]3[CH:21]=[C:22]([NH:23][CH2:36][CH:35]4[CH2:38][CH2:39][CH2:40][N:34]4[C:32]([O:31][C:27]([CH3:28])([CH3:30])[CH3:29])=[O:33])[CH:24]=[CH:25][CH:26]=3)[CH2:16][CH2:17]2)[N:3]=1. The yield is 0.400. (5) The reactants are [Br:1][C:2]1[CH:7]=[CH:6][N:5]=[C:4]([NH:8][C:9](=[O:11])[CH3:10])[CH:3]=1.C1C=C(Cl)C=C(C(OO)=[O:20])C=1. The catalyst is C(Cl)Cl.O.C([O-])([O-])=O.[K+].[K+]. The product is [Br:1][C:2]1[CH:7]=[CH:6][N+:5]([O-:20])=[C:4]([NH:8][C:9](=[O:11])[CH3:10])[CH:3]=1. The yield is 0.900.